From a dataset of Reaction yield outcomes from USPTO patents with 853,638 reactions. Predict the reaction yield, written as a fraction of the theoretical maximum amount of product (1.0 means a 100% yield; for example, 0.34 means a 34% yield). (1) The reactants are Cl[C:2]1[N:7]=[C:6]([NH:8][C:9]2[CH:14]=[CH:13][CH:12]=[CH:11][C:10]=2[S:15]([CH:18]([CH3:20])[CH3:19])(=[O:17])=[O:16])[C:5]([CH3:21])=[CH:4][N:3]=1.[CH3:22][P:23]([C:26]1[CH:32]=[CH:31][C:29]([NH2:30])=[C:28]([O:33][CH3:34])[CH:27]=1)([CH3:25])=[O:24].Cl. The catalyst is COCCO. The product is [CH3:25][P:23]([C:26]1[CH:32]=[CH:31][C:29]([NH:30][C:2]2[N:7]=[C:6]([NH:8][C:9]3[CH:14]=[CH:13][CH:12]=[CH:11][C:10]=3[S:15]([CH:18]([CH3:20])[CH3:19])(=[O:17])=[O:16])[C:5]([CH3:21])=[CH:4][N:3]=2)=[C:28]([O:33][CH3:34])[CH:27]=1)([CH3:22])=[O:24]. The yield is 0.290. (2) The product is [CH3:32][O:31][C:26]1[N:25]=[CH:24][C:23]([N:19]2[C:18]3[CH:33]=[C:14]([NH:13][C@H:10]4[CH2:11][CH2:12][NH:8][CH2:9]4)[CH:15]=[CH:16][C:17]=3[O:22][CH2:21][CH2:20]2)=[CH:28][C:27]=1[C:29]#[N:30]. The reactants are C(OC([N:8]1[CH2:12][CH2:11][C@H:10]([NH:13][C:14]2[CH:15]=[CH:16][C:17]3[O:22][CH2:21][CH2:20][N:19]([C:23]4[CH:24]=[N:25][C:26]([O:31][CH3:32])=[C:27]([C:29]#[N:30])[CH:28]=4)[C:18]=3[CH:33]=2)[CH2:9]1)=O)(C)(C)C.C(O)(C(F)(F)F)=O. The yield is 1.00. The catalyst is C(Cl)Cl. (3) The reactants are [C:1]([O:5][C:6](=[O:20])[C@@H:7]([NH:12][C:13]([O:15][C:16]([CH3:19])([CH3:18])[CH3:17])=[O:14])[CH2:8][CH2:9][CH2:10][NH2:11])([CH3:4])([CH3:3])[CH3:2].[N:21]1[C:30]2[C:29](=O)[CH2:28][CH2:27][CH2:26][C:25]=2[CH:24]=[CH:23][CH:22]=1.[BH4-].[Na+]. The catalyst is CO. The product is [C:1]([O:5][C:6](=[O:20])[C@@H:7]([NH:12][C:13]([O:15][C:16]([CH3:19])([CH3:18])[CH3:17])=[O:14])[CH2:8][CH2:9][CH2:10][NH:11][CH:29]1[C:30]2[N:21]=[CH:22][CH:23]=[CH:24][C:25]=2[CH2:26][CH2:27][CH2:28]1)([CH3:4])([CH3:3])[CH3:2]. The yield is 0.540.